This data is from Reaction yield outcomes from USPTO patents with 853,638 reactions. The task is: Predict the reaction yield, written as a fraction of the theoretical maximum amount of product (1.0 means a 100% yield; for example, 0.34 means a 34% yield). (1) The reactants are [Br:1][C:2]1[CH:3]=[N:4][N:5]([C@@H:7]([CH:11]2[CH2:15][CH2:14][CH2:13][CH2:12]2)[CH2:8][CH:9]=O)[CH:6]=1.O1CCCC1.[OH-].[NH4+:22].II. The catalyst is O. The product is [Br:1][C:2]1[CH:3]=[N:4][N:5]([C@@H:7]([CH:11]2[CH2:15][CH2:14][CH2:13][CH2:12]2)[CH2:8][C:9]#[N:22])[CH:6]=1. The yield is 0.793. (2) The reactants are [CH2:1]([N:8]1[CH2:12][CH2:11][N:10]([C:13]2[S:14][C:15]([C:19]([OH:21])=O)=[C:16]([CH3:18])[N:17]=2)[C:9]1=[O:22])[C:2]1[CH:7]=[CH:6]C=CC=1.C1(CN2CCN(C3SC(C(O)=O)=C(C)N=3)C2=O)CC1.[NH2:42][CH2:43][C:44]1[CH:45]=[N:46][CH:47]=[CH:48][CH:49]=1. No catalyst specified. The product is [CH:2]1([CH2:1][N:8]2[CH2:12][CH2:11][N:10]([C:13]3[S:14][C:15]([C:19]([NH:42][CH2:43][C:44]4[CH:45]=[N:46][CH:47]=[CH:48][CH:49]=4)=[O:21])=[C:16]([CH3:18])[N:17]=3)[C:9]2=[O:22])[CH2:7][CH2:6]1. The yield is 0.330. (3) The reactants are Br[C:2]1[CH:7]=[C:6]([C:8]2[CH:13]=[CH:12][C:11]([N:14]3[C@@H:18]([C:19]4[CH:24]=[CH:23][CH:22]=[CH:21][CH:20]=4)[C:17]([CH3:26])([CH3:25])[O:16][C:15]3=[O:27])=[CH:10][CH:9]=2)[C:5]([F:28])=[CH:4][N:3]=1.C([Sn](CCCC)(CCCC)[C:34]1[N:39]=[CH:38][CH:37]=[CH:36][N:35]=1)CCC.[Cl-].[Li+]. The catalyst is [Cu]I.C1C=CC([P]([Pd]([P](C2C=CC=CC=2)(C2C=CC=CC=2)C2C=CC=CC=2)([P](C2C=CC=CC=2)(C2C=CC=CC=2)C2C=CC=CC=2)[P](C2C=CC=CC=2)(C2C=CC=CC=2)C2C=CC=CC=2)(C2C=CC=CC=2)C2C=CC=CC=2)=CC=1.CN(C=O)C. The product is [F:28][C:5]1[C:6]([C:8]2[CH:13]=[CH:12][C:11]([N:14]3[C@@H:18]([C:19]4[CH:24]=[CH:23][CH:22]=[CH:21][CH:20]=4)[C:17]([CH3:26])([CH3:25])[O:16][C:15]3=[O:27])=[CH:10][CH:9]=2)=[CH:7][C:2]([C:34]2[N:39]=[CH:38][CH:37]=[CH:36][N:35]=2)=[N:3][CH:4]=1. The yield is 0.200. (4) The catalyst is CS(C)=O.O. The product is [CH2:12]([NH:19][C:2]1[C:10]2[C:6](=[N:7][O:8][N:9]=2)[CH:5]=[C:4]([Br:11])[CH:3]=1)[C:13]1[CH:18]=[CH:17][CH:16]=[CH:15][CH:14]=1. The reactants are Br[C:2]1[C:10]2[C:6](=[N:7][O:8][N:9]=2)[CH:5]=[C:4]([Br:11])[CH:3]=1.[CH2:12]([NH2:19])[C:13]1[CH:18]=[CH:17][CH:16]=[CH:15][CH:14]=1. The yield is 0.430. (5) The reactants are C[O:2][C:3]([C:5]1[C:6]2[CH2:7][C:8]([CH3:29])([CH3:28])[CH:9]([C:16]3[CH:21]=[CH:20][CH:19]=[C:18]([N:22]4[CH2:27][CH2:26][O:25][CH2:24][CH2:23]4)[CH:17]=3)[NH:10][C:11]=2[CH:12]=[CH:13][C:14]=1[Cl:15])=[O:4].[OH-].[Na+].Cl. The catalyst is CO.O1CCCC1.O. The product is [Cl:15][C:14]1[CH:13]=[CH:12][C:11]2[NH:10][CH:9]([C:16]3[CH:21]=[CH:20][CH:19]=[C:18]([N:22]4[CH2:23][CH2:24][O:25][CH2:26][CH2:27]4)[CH:17]=3)[C:8]([CH3:29])([CH3:28])[CH2:7][C:6]=2[C:5]=1[C:3]([OH:4])=[O:2]. The yield is 0.900. (6) The reactants are [H-].[Na+].C(O[C:6]([C:8]1[NH:9][C:10]2[C:15]([CH:16]=1)=[CH:14][CH:13]=[CH:12][C:11]=2[O:17][C:18]([F:21])([F:20])[F:19])=[O:7])C.C(OC([N:29]1[CH2:33][C@H:32]([CH3:34])OS1(=O)=O)=O)(C)(C)C.C(O)(=O)CC(CC(O)=O)(C(O)=O)O.C([O-])([O-])=O.[K+].[K+]. The catalyst is CN(C)C=O. The product is [CH3:34][C@H:32]1[N:9]2[C:10]3[C:11]([O:17][C:18]([F:19])([F:20])[F:21])=[CH:12][CH:13]=[CH:14][C:15]=3[CH:16]=[C:8]2[C:6](=[O:7])[NH:29][CH2:33]1. The yield is 0.640. (7) The reactants are [C:1]1([C:12]2[CH:17]=[CH:16][CH:15]=[CH:14][CH:13]=2)[CH:6]=[CH:5][C:4]([C:7]2[CH:11]=[CH:10][O:9][CH:8]=2)=[CH:3][CH:2]=1.BrC1C=CC(C2C=CC([C:31]#[N:32])=CC=2)=CC=1.O1C=CC(B(O)O)=C1. The yield is 0.530. The product is [O:9]1[CH:10]=[CH:11][C:7]([C:4]2[CH:5]=[CH:6][C:1]([C:12]3[CH:17]=[CH:16][C:15]([C:31]#[N:32])=[CH:14][CH:13]=3)=[CH:2][CH:3]=2)=[CH:8]1. The catalyst is CO. (8) The reactants are C1(C(NC(C)C)C(C2C=CC=CC=2F)CCN2CCN(C3C=CC=CC=3OC)CC2)CCCCC1.[Br:36][C:37]1[CH:49]=[CH:48][C:47]([O:50][CH3:51])=[CH:46][C:38]=1[CH2:39][N:40]1[CH2:45][CH2:44][NH:43][CH2:42][CH2:41]1.[CH:52]1([C:58](=[O:75])[CH:59]([C:68]2[CH:73]=[CH:72][CH:71]=[CH:70][C:69]=2[F:74])[CH2:60][CH:61](OCC)OCC)[CH2:57][CH2:56][CH2:55][CH2:54][CH2:53]1. No catalyst specified. The product is [Br:36][C:37]1[CH:49]=[CH:48][C:47]([O:50][CH3:51])=[CH:46][C:38]=1[CH2:39][N:40]1[CH2:41][CH2:42][N:43]([CH2:61][CH2:60][CH:59]([C:68]2[CH:73]=[CH:72][CH:71]=[CH:70][C:69]=2[F:74])[C:58]([CH:52]2[CH2:57][CH2:56][CH2:55][CH2:54][CH2:53]2)=[O:75])[CH2:44][CH2:45]1. The yield is 0.787. (9) The reactants are C([NH:4][C:5]1[CH:6]=[C:7]2[C:11](=[CH:12][CH:13]=1)[C:10]1([C:17](=[O:18])[N:16]([CH2:19][C:20]([N:22]([CH2:28][C:29]3[CH:34]=[CH:33][CH:32]=[CH:31][CH:30]=3)[C@H:23]([CH:25]3[CH2:27][CH2:26]3)[CH3:24])=[O:21])[C:15](=[O:35])[NH:14]1)[CH2:9][CH2:8]2)(=O)C.Cl.O. The catalyst is CO. The product is [NH2:4][C:5]1[CH:6]=[C:7]2[C:11](=[CH:12][CH:13]=1)[C:10]1([C:17](=[O:18])[N:16]([CH2:19][C:20]([N:22]([CH2:28][C:29]3[CH:34]=[CH:33][CH:32]=[CH:31][CH:30]=3)[C@H:23]([CH:25]3[CH2:26][CH2:27]3)[CH3:24])=[O:21])[C:15](=[O:35])[NH:14]1)[CH2:9][CH2:8]2. The yield is 0.620. (10) The reactants are [CH3:1][N:2]1[CH2:7][CH:6]([C:8]2[CH:13]=[CH:12][CH:11]=[CH:10][CH:9]=2)[N:5]([C:14]2[N:19]=[CH:18][CH:17]=[CH:16][C:15]=2[CH2:20]O)[CH2:4][CH2:3]1.S(=O)(=O)(O)O.N.[OH-].[Na+]. No catalyst specified. The product is [CH3:1][N:2]1[CH2:7][CH:6]2[N:5]([C:14]3[N:19]=[CH:18][CH:17]=[CH:16][C:15]=3[CH2:20][C:9]3[CH:10]=[CH:11][CH:12]=[CH:13][C:8]=32)[CH2:4][CH2:3]1. The yield is 0.950.